This data is from Peptide-MHC class I binding affinity with 185,985 pairs from IEDB/IMGT. The task is: Regression. Given a peptide amino acid sequence and an MHC pseudo amino acid sequence, predict their binding affinity value. This is MHC class I binding data. (1) The peptide sequence is VVYMDMGVR. The MHC is HLA-A29:02 with pseudo-sequence HLA-A29:02. The binding affinity (normalized) is 0.0847. (2) The peptide sequence is HLSRTVVYSY. The MHC is HLA-A30:01 with pseudo-sequence HLA-A30:01. The binding affinity (normalized) is 0.421. (3) The peptide sequence is IVAQGIAAL. The MHC is HLA-A30:01 with pseudo-sequence HLA-A30:01. The binding affinity (normalized) is 0.0847. (4) The peptide sequence is RTHQYSEKGK. The MHC is HLA-A31:01 with pseudo-sequence HLA-A31:01. The binding affinity (normalized) is 0.267. (5) The peptide sequence is FDWILGWTI. The MHC is HLA-B18:01 with pseudo-sequence HLA-B18:01. The binding affinity (normalized) is 0.146. (6) The peptide sequence is VQPWLMVDV. The MHC is HLA-A68:02 with pseudo-sequence HLA-A68:02. The binding affinity (normalized) is 0.0847. (7) The peptide sequence is TMLYNKMEF. The MHC is HLA-A26:01 with pseudo-sequence HLA-A26:01. The binding affinity (normalized) is 0.0847. (8) The peptide sequence is ISVNNVCHMY. The MHC is HLA-A11:01 with pseudo-sequence HLA-A11:01. The binding affinity (normalized) is 0. (9) The peptide sequence is SRAIWFMWL. The MHC is HLA-B46:01 with pseudo-sequence HLA-B46:01. The binding affinity (normalized) is 0.0847.